This data is from Reaction yield outcomes from USPTO patents with 853,638 reactions. The task is: Predict the reaction yield, written as a fraction of the theoretical maximum amount of product (1.0 means a 100% yield; for example, 0.34 means a 34% yield). The reactants are [CH2:1]([O:8][C:9]1[CH:14]=[C:13]([O:15][CH2:16][C:17]2[CH:22]=[CH:21][CH:20]=[CH:19][CH:18]=2)[CH:12]=[CH:11][C:10]=1[C:23]1[NH:27][C:26]2[CH:28]=[C:29]([C:31]([O:33][CH3:34])=[O:32])[S:30][C:25]=2[C:24]=1[CH:35]1[CH2:40][CH2:39][CH2:38][CH2:37][CH2:36]1)[C:2]1[CH:7]=[CH:6][CH:5]=[CH:4][CH:3]=1.[H-].[Na+].Br[CH2:44][CH2:45][O:46][CH2:47][C:48]1[CH:53]=[CH:52][CH:51]=[CH:50][CH:49]=1.C(OCC)(=O)C. The catalyst is CN(C)C=O. The yield is 0.870. The product is [CH2:47]([O:46][CH2:45][CH2:44][N:27]1[C:23]([C:10]2[CH:11]=[CH:12][C:13]([O:15][CH2:16][C:17]3[CH:22]=[CH:21][CH:20]=[CH:19][CH:18]=3)=[CH:14][C:9]=2[O:8][CH2:1][C:2]2[CH:7]=[CH:6][CH:5]=[CH:4][CH:3]=2)=[C:24]([CH:35]2[CH2:40][CH2:39][CH2:38][CH2:37][CH2:36]2)[C:25]2[S:30][C:29]([C:31]([O:33][CH3:34])=[O:32])=[CH:28][C:26]1=2)[C:48]1[CH:53]=[CH:52][CH:51]=[CH:50][CH:49]=1.